Dataset: Reaction yield outcomes from USPTO patents with 853,638 reactions. Task: Predict the reaction yield, written as a fraction of the theoretical maximum amount of product (1.0 means a 100% yield; for example, 0.34 means a 34% yield). (1) The reactants are [CH3:1][O:2][C:3]1[CH:4]=[N:5][C:6]2[CH:7]=[CH:8][CH:9]=[C:10]([OH:13])[C:11]=2[N:12]=1.C(N(CC)CC)C.C1C=CC(N([S:28]([C:31]([F:34])([F:33])[F:32])(=[O:30])=[O:29])[S:28]([C:31]([F:34])([F:33])[F:32])(=[O:30])=[O:29])=CC=1. The catalyst is ClCCl. The product is [CH3:1][O:2][C:3]1[CH:4]=[N:5][C:6]2[C:11]([N:12]=1)=[C:10]([O:13][S:28]([C:31]([F:34])([F:33])[F:32])(=[O:30])=[O:29])[CH:9]=[CH:8][CH:7]=2. The yield is 0.870. (2) The reactants are FC(F)(F)C(OC(=O)C(F)(F)F)=O.[N+:14]([C:17]1[CH:37]=[CH:36][C:20]([CH2:21][O:22][C:23]([N:25]2[CH2:30][CH2:29][N:28]([N:31]=O)[CH:27]([C:33]([OH:35])=[O:34])[CH2:26]2)=[O:24])=[CH:19][CH:18]=1)([O-:16])=[O:15]. The catalyst is C1COCC1. The product is [N+:14]([C:17]1[CH:37]=[CH:36][C:20]([CH2:21][O:22][C:23]([N:25]2[CH2:30][CH2:29][N+:28]3[C-:27]([C:33](=[O:35])[O:34][N:31]=3)[CH2:26]2)=[O:24])=[CH:19][CH:18]=1)([O-:16])=[O:15]. The yield is 0.910. (3) The reactants are [Cl:1][C:2]1[N:3]=[CH:4][CH:5]=[C:6]2[CH:10]=[C:9]([C:11]([O:13]CC)=[O:12])[NH:8][C:7]=12.[OH-].[K+]. The catalyst is O1CCCC1.CO. The product is [Cl:1][C:2]1[N:3]=[CH:4][CH:5]=[C:6]2[CH:10]=[C:9]([C:11]([OH:13])=[O:12])[NH:8][C:7]=12. The yield is 0.940. (4) The catalyst is C(OCC)(=O)C. The reactants are Cl[C:2]1[C:7]([CH2:8][C:9]2[CH:14]=[CH:13][C:12]([C:15]3[C:16]([C:21]#[N:22])=[CH:17][CH:18]=[CH:19][CH:20]=3)=[CH:11][CH:10]=2)=[C:6]([CH2:23][CH2:24][CH3:25])[N:5]=[C:4]([CH3:26])[N:3]=1.[CH2:27]([S:32]([NH2:35])(=[O:34])=[O:33])[CH2:28][CH2:29][CH2:30][CH3:31].[C:36](=[O:39])([O-])[O-:37].[K+].[K+].C[N:43](C)C(=O)C. The product is [CH3:26][C:4]1[N:3]=[C:2]([NH:35][S:32]([CH2:27][CH2:28][CH2:29][CH2:30][CH3:31])(=[O:34])=[O:33])[C:7]([CH2:8][C:9]2[CH:14]=[CH:13][C:12]([C:15]3[CH:20]=[CH:19][CH:18]=[CH:17][C:16]=3[C:21]3[NH:43][C:36](=[O:39])[O:37][N:22]=3)=[CH:11][CH:10]=2)=[C:6]([CH2:23][CH2:24][CH3:25])[N:5]=1. The yield is 0.380. (5) The reactants are C([Sn](CCCC)(CCCC)[C:6]1[S:10][C:9]([C:11]2[CH:12]=[N:13][CH:14]=[CH:15][CH:16]=2)=[N:8][C:7]=1[CH3:17])CCC.Br[C:27]1[S:28][C:29]2[S:35][CH2:34][CH2:33][C:32](=[O:36])[C:30]=2[N:31]=1.O1C=CC=C1P(C1OC=CC=1)C1OC=CC=1. The catalyst is O1CCOCC1.C1C=CC(/C=C/C(/C=C/C2C=CC=CC=2)=O)=CC=1.C1C=CC(/C=C/C(/C=C/C2C=CC=CC=2)=O)=CC=1.[Pd]. The product is [CH3:17][C:7]1[N:8]=[C:9]([C:11]2[CH:12]=[N:13][CH:14]=[CH:15][CH:16]=2)[S:10][C:6]=1[C:27]1[S:28][C:29]2[S:35][CH2:34][CH2:33][C:32](=[O:36])[C:30]=2[N:31]=1. The yield is 0.200. (6) The reactants are [F:1][C:2]([F:16])([F:15])[C:3]1[CH:8]=[C:7]([C:9]([F:12])([F:11])[F:10])[CH:6]=[CH:5][C:4]=1[CH2:13][OH:14].CCN(CC)CC.[CH3:24][S:25](Cl)(=[O:27])=[O:26].O. The catalyst is C(Cl)Cl. The product is [F:1][C:2]([F:15])([F:16])[C:3]1[CH:8]=[C:7]([C:9]([F:10])([F:11])[F:12])[CH:6]=[CH:5][C:4]=1[CH2:13][O:14][S:25]([CH3:24])(=[O:27])=[O:26]. The yield is 0.960. (7) The reactants are [Cl:1][C:2]1[N:10]=[CH:9][CH:8]=[CH:7][C:3]=1[C:4](Cl)=[O:5].[F:11][C:12]([F:23])([F:22])[C:13]1[CH:14]=[C:15]([CH:19]=[CH:20][CH:21]=1)[CH:16]=[N:17][NH2:18].CCN(CC)CC. The catalyst is C1COCC1. The product is [F:11][C:12]([F:22])([F:23])[C:13]1[CH:14]=[C:15]([CH:19]=[CH:20][CH:21]=1)[CH:16]=[N:17][NH:18][C:4]([C:3]1[C:2]([Cl:1])=[N:10][CH:9]=[CH:8][CH:7]=1)=[O:5]. The yield is 0.900. (8) The reactants are C(N(CC)CC)C.[Br:8][C:9]1[CH:10]=[C:11]([CH:15]=[CH:16][N:17]=1)[C:12]([OH:14])=O.ClC(OCC(C)C)=O.[CH2:26]([SH:28])[CH3:27]. The catalyst is ClCCl.O. The product is [Br:8][C:9]1[CH:10]=[C:11]([C:12](=[O:14])[S:28][CH2:26][CH3:27])[CH:15]=[CH:16][N:17]=1. The yield is 0.800. (9) The reactants are N[C:2]1[S:3][C:4]2[CH:10]=[C:9]([Cl:11])[CH:8]=[CH:7][C:5]=2[N:6]=1.N([O-])=O.[Na+].[Na+].[Cl-:17].CCOCC. The catalyst is OP(O)(O)=O.O.[O-]S([O-])(=O)=O.[Cu+2].[Cu](Cl)Cl. The yield is 0.480. The product is [Cl:17][C:2]1[S:3][C:4]2[CH:10]=[C:9]([Cl:11])[CH:8]=[CH:7][C:5]=2[N:6]=1. (10) The reactants are Cl.Cl.[O:3]1[C:7]2[CH:8]=[CH:9][C:10]([C:12]3([CH2:18][CH2:19][N:20]4[CH:25]5[CH2:26][CH2:27][CH:21]4[CH2:22][CH:23]([N:28]4[C:32]6[CH:33]=[CH:34][CH:35]=[CH:36][C:31]=6[N:30]=[C:29]4[CH3:37])[CH2:24]5)[CH2:17][CH2:16][NH:15][CH2:14][CH2:13]3)=[CH:11][C:6]=2[O:5][CH2:4]1.C(N(CC)CC)C.[CH3:45][C:46]([CH3:52])([CH2:50][OH:51])[C:47](O)=[O:48].F[P-](F)(F)(F)(F)F.N1(OC(N(C)C)=[N+](C)C)C2N=CC=CC=2N=N1. The product is [O:3]1[C:7]2[CH:8]=[CH:9][C:10]([C:12]3([CH2:18][CH2:19][N:20]4[C@H:25]5[CH2:26][CH2:27][C@@H:21]4[CH2:22][CH:23]([N:28]4[C:32]6[CH:33]=[CH:34][CH:35]=[CH:36][C:31]=6[N:30]=[C:29]4[CH3:37])[CH2:24]5)[CH2:13][CH2:14][N:15]([C:47](=[O:48])[C:46]([CH3:52])([CH3:45])[CH2:50][OH:51])[CH2:16][CH2:17]3)=[CH:11][C:6]=2[O:5][CH2:4]1. The catalyst is CN(C)C=O.O.ClCCl. The yield is 0.590.